From a dataset of Reaction yield outcomes from USPTO patents with 853,638 reactions. Predict the reaction yield, written as a fraction of the theoretical maximum amount of product (1.0 means a 100% yield; for example, 0.34 means a 34% yield). (1) The reactants are C(O[C:4](=[O:12])[C:5]1[CH:10]=[CH:9][N:8]=[CH:7][C:6]=1[OH:11])C.[CH3:13][O:14][CH2:15][CH2:16][NH2:17]. No catalyst specified. The product is [OH:11][C:6]1[CH:7]=[N:8][CH:9]=[CH:10][C:5]=1[C:4]([NH:17][CH2:16][CH2:15][O:14][CH3:13])=[O:12]. The yield is 0.660. (2) The reactants are [CH2:1]([O:8][C:9]1[CH:14]=[C:13]([OH:15])[CH:12]=[CH:11][C:10]=1/[CH:16]=[CH:17]/[C:18]([O:20][CH2:21][CH3:22])=[O:19])[C:2]1[CH:7]=[CH:6][CH:5]=[CH:4][CH:3]=1.I[CH:24]([CH3:26])[CH3:25].C(=O)([O-])[O-].[K+].[K+].O. The catalyst is CN(C)C=O. The product is [CH2:1]([O:8][C:9]1[CH:14]=[C:13]([O:15][CH:24]([CH3:26])[CH3:25])[CH:12]=[CH:11][C:10]=1/[CH:16]=[CH:17]/[C:18]([O:20][CH2:21][CH3:22])=[O:19])[C:2]1[CH:3]=[CH:4][CH:5]=[CH:6][CH:7]=1. The yield is 0.860. (3) The reactants are [Br:1][C:2]1[C:3]2[N:10]([C:11]3[CH:16]=[CH:15][C:14]([O:17][CH3:18])=[CH:13][CH:12]=3)[C:9]([CH2:19][C:20]#[N:21])=[N:8][C:4]=2[CH:5]=[N:6][CH:7]=1.[N:22]([O-:24])=O.[Na+].C([O-])([O-])=O.[K+].[K+].[NH2:32]O. The catalyst is Cl.CO.O. The product is [Br:1][C:2]1[C:3]2[N:10]([C:11]3[CH:12]=[CH:13][C:14]([O:17][CH3:18])=[CH:15][CH:16]=3)[C:9]([C:19]3[C:20]([NH2:32])=[N:21][O:24][N:22]=3)=[N:8][C:4]=2[CH:5]=[N:6][CH:7]=1. The yield is 0.660.